From a dataset of Catalyst prediction with 721,799 reactions and 888 catalyst types from USPTO. Predict which catalyst facilitates the given reaction. Reactant: [Cl:1][C:2]1[S:6][C:5]([C:7]2[O:11][N:10]=[C:9]([CH2:12][C@H:13]3[C:18]([O:19][CH3:20])=N[C@H](C(C)C)C(OC)=[N:14]3)[CH:8]=2)=[CH:4][CH:3]=1.C(O)(C(F)(F)F)=[O:27].C([O-])(O)=O.[Na+]. Product: [CH3:20][O:19][C:18](=[O:27])[C@@H:13]([NH2:14])[CH2:12][C:9]1[CH:8]=[C:7]([C:5]2[S:6][C:2]([Cl:1])=[CH:3][CH:4]=2)[O:11][N:10]=1. The catalyst class is: 10.